From a dataset of NCI-60 drug combinations with 297,098 pairs across 59 cell lines. Regression. Given two drug SMILES strings and cell line genomic features, predict the synergy score measuring deviation from expected non-interaction effect. (1) Drug 1: C1CN(CCN1C(=O)CCBr)C(=O)CCBr. Drug 2: CS(=O)(=O)OCCCCOS(=O)(=O)C. Cell line: SK-OV-3. Synergy scores: CSS=-3.06, Synergy_ZIP=-0.395, Synergy_Bliss=0.195, Synergy_Loewe=-7.79, Synergy_HSA=-5.70. (2) Drug 1: C1=C(C(=O)NC(=O)N1)F. Drug 2: C1C(C(OC1N2C=NC(=NC2=O)N)CO)O. Cell line: SK-MEL-2. Synergy scores: CSS=35.0, Synergy_ZIP=-2.22, Synergy_Bliss=-3.27, Synergy_Loewe=-0.268, Synergy_HSA=1.03. (3) Drug 1: CC(C1=C(C=CC(=C1Cl)F)Cl)OC2=C(N=CC(=C2)C3=CN(N=C3)C4CCNCC4)N. Drug 2: C1=CC(=CC=C1CCCC(=O)O)N(CCCl)CCCl. Cell line: BT-549. Synergy scores: CSS=10.3, Synergy_ZIP=-3.25, Synergy_Bliss=-0.469, Synergy_Loewe=-4.62, Synergy_HSA=-3.99. (4) Drug 1: CCC(=C(C1=CC=CC=C1)C2=CC=C(C=C2)OCCN(C)C)C3=CC=CC=C3.C(C(=O)O)C(CC(=O)O)(C(=O)O)O. Drug 2: C1CN1C2=NC(=NC(=N2)N3CC3)N4CC4. Cell line: HOP-92. Synergy scores: CSS=26.6, Synergy_ZIP=-7.95, Synergy_Bliss=0.184, Synergy_Loewe=-4.62, Synergy_HSA=1.01. (5) Drug 1: C1CCN(CC1)CCOC2=CC=C(C=C2)C(=O)C3=C(SC4=C3C=CC(=C4)O)C5=CC=C(C=C5)O. Drug 2: CCC(=C(C1=CC=CC=C1)C2=CC=C(C=C2)OCCN(C)C)C3=CC=CC=C3.C(C(=O)O)C(CC(=O)O)(C(=O)O)O. Cell line: OVCAR-8. Synergy scores: CSS=2.22, Synergy_ZIP=3.49, Synergy_Bliss=5.30, Synergy_Loewe=0.446, Synergy_HSA=-0.221. (6) Drug 1: C1CCN(CC1)CCOC2=CC=C(C=C2)C(=O)C3=C(SC4=C3C=CC(=C4)O)C5=CC=C(C=C5)O. Drug 2: C1=NC2=C(N=C(N=C2N1C3C(C(C(O3)CO)O)F)Cl)N. Cell line: HOP-92. Synergy scores: CSS=44.3, Synergy_ZIP=-1.20, Synergy_Bliss=-4.17, Synergy_Loewe=-16.6, Synergy_HSA=-3.44. (7) Drug 1: C1=C(C(=O)NC(=O)N1)F. Drug 2: CCC1=C2CN3C(=CC4=C(C3=O)COC(=O)C4(CC)O)C2=NC5=C1C=C(C=C5)O. Cell line: LOX IMVI. Synergy scores: CSS=50.4, Synergy_ZIP=-5.85, Synergy_Bliss=-6.46, Synergy_Loewe=-1.65, Synergy_HSA=0.892. (8) Drug 1: CC1C(C(CC(O1)OC2CC(CC3=C2C(=C4C(=C3O)C(=O)C5=C(C4=O)C(=CC=C5)OC)O)(C(=O)C)O)N)O.Cl. Drug 2: C1C(C(OC1N2C=NC3=C2NC=NCC3O)CO)O. Cell line: SN12C. Synergy scores: CSS=17.6, Synergy_ZIP=-7.49, Synergy_Bliss=-3.64, Synergy_Loewe=-3.02, Synergy_HSA=-2.89.